This data is from Catalyst prediction with 721,799 reactions and 888 catalyst types from USPTO. The task is: Predict which catalyst facilitates the given reaction. Reactant: [C:1]([C:3]1[CH:8]=[CH:7][CH:6]=[C:5]([C:9]2[O:13][C:12]([CH:14]([OH:31])[CH2:15][CH2:16][C:17]3[CH:22]=[CH:21][C:20]([CH2:23][O:24][C:25]4[CH:30]=[CH:29][CH:28]=[CH:27][CH:26]=4)=[CH:19][CH:18]=3)=[N:11][CH:10]=2)[N:4]=1)#[N:2].CC(OI1(OC(C)=O)(OC(C)=O)OC(=O)C2C=CC=CC1=2)=O.C([O-])(O)=O.[Na+]. Product: [C:1]([C:3]1[CH:8]=[CH:7][CH:6]=[C:5]([C:9]2[O:13][C:12]([C:14](=[O:31])[CH2:15][CH2:16][C:17]3[CH:22]=[CH:21][C:20]([CH2:23][O:24][C:25]4[CH:26]=[CH:27][CH:28]=[CH:29][CH:30]=4)=[CH:19][CH:18]=3)=[N:11][CH:10]=2)[N:4]=1)#[N:2]. The catalyst class is: 2.